Predict the product of the given reaction. From a dataset of Forward reaction prediction with 1.9M reactions from USPTO patents (1976-2016). (1) The product is: [CH3:34][NH:35][C:24](=[O:25])[NH:23][C:19]1[CH:18]=[C:17]([O:16][C:13]2[CH:12]=[CH:11][C:10]([NH:9][C:8]([NH:7][C:1](=[O:6])[C:2]([CH3:3])([CH3:5])[CH3:4])=[O:30])=[N:15][CH:14]=2)[CH:22]=[CH:21][N:20]=1. Given the reactants [C:1]([NH:7][C:8](=[O:30])[NH:9][C:10]1[N:15]=[CH:14][C:13]([O:16][C:17]2[CH:22]=[CH:21][N:20]=[C:19]([NH:23][C:24](=O)[O:25]C(C)=C)[CH:18]=2)=[CH:12][CH:11]=1)(=[O:6])[C:2]([CH3:5])([CH3:4])[CH3:3].Cl.CN.[CH3:34][N:35]1CCCC1, predict the reaction product. (2) Given the reactants [Cl:1][C:2]1[CH:3]=[C:4]2[CH:10]=[CH:9][NH:8][C:5]2=[N:6][CH:7]=1.[OH-].[K+].[CH2:13]([O:20][C:21](=[O:33])[NH:22][C:23]1[CH:28]=[CH:27][C:26]([F:29])=[C:25]([CH:30]=[O:31])[C:24]=1[F:32])[C:14]1[CH:19]=[CH:18][CH:17]=[CH:16][CH:15]=1, predict the reaction product. The product is: [CH2:13]([O:20][C:21](=[O:33])[NH:22][C:23]1[CH:28]=[CH:27][C:26]([F:29])=[C:25]([CH:30]([C:10]2[C:4]3[C:5](=[N:6][CH:7]=[C:2]([Cl:1])[CH:3]=3)[NH:8][CH:9]=2)[OH:31])[C:24]=1[F:32])[C:14]1[CH:19]=[CH:18][CH:17]=[CH:16][CH:15]=1. (3) Given the reactants [CH3:1][O:2][C:3]1[CH:12]=[C:11]2[C:6]([C:7]([N:13]([CH3:21])[C:14]3[CH:19]=[CH:18][C:17]([NH2:20])=[CH:16][CH:15]=3)=[CH:8][CH:9]=[N:10]2)=[N:5][CH:4]=1.Cl[C:23]1[C:32]2[C:27](=[CH:28][CH:29]=[CH:30][CH:31]=2)[C:26]([C:33]2[CH:38]=[CH:37][CH:36]=[CH:35][CH:34]=2)=[N:25][N:24]=1, predict the reaction product. The product is: [CH3:1][O:2][C:3]1[CH:12]=[C:11]2[C:6]([C:7]([N:13]([CH3:21])[C:14]3[CH:19]=[CH:18][C:17]([NH:20][C:23]4[C:32]5[C:27](=[CH:28][CH:29]=[CH:30][CH:31]=5)[C:26]([C:33]5[CH:38]=[CH:37][CH:36]=[CH:35][CH:34]=5)=[N:25][N:24]=4)=[CH:16][CH:15]=3)=[CH:8][CH:9]=[N:10]2)=[N:5][CH:4]=1. (4) The product is: [Cl:1][C:2]1[N:3]=[C:4]([N:18]2[CH2:23][CH2:22][O:21][CH2:20][CH2:19]2)[C:5]2[S:10][C:9]([C:11]3[CH:12]=[C:13]([NH:17][C:27](=[O:28])[CH2:26][N:25]([CH3:30])[CH3:24])[CH:14]=[CH:15][CH:16]=3)=[CH:8][C:6]=2[N:7]=1. Given the reactants [Cl:1][C:2]1[N:3]=[C:4]([N:18]2[CH2:23][CH2:22][O:21][CH2:20][CH2:19]2)[C:5]2[S:10][C:9]([C:11]3[CH:12]=[C:13]([NH2:17])[CH:14]=[CH:15][CH:16]=3)=[CH:8][C:6]=2[N:7]=1.[CH3:24][N:25]([CH3:30])[CH2:26][C:27](O)=[O:28], predict the reaction product. (5) Given the reactants Br[CH2:2][CH2:3][CH2:4][CH2:5][N:6]1[C:14]2[C:9](=[CH:10][CH:11]=[CH:12][CH:13]=2)[CH:8]=[CH:7]1.[OH:15][C:16]1[C:21]([CH3:22])=[C:20]([OH:23])[CH:19]=[CH:18][C:17]=1[C:24](=[O:29])[CH2:25][CH:26]([CH3:28])[CH3:27], predict the reaction product. The product is: [OH:15][C:16]1[C:21]([CH3:22])=[C:20]([O:23][CH2:2][CH2:3][CH2:4][CH2:5][N:6]2[C:14]3[C:9](=[CH:10][CH:11]=[CH:12][CH:13]=3)[CH:8]=[CH:7]2)[CH:19]=[CH:18][C:17]=1[C:24](=[O:29])[CH2:25][CH:26]([CH3:27])[CH3:28].